Dataset: Catalyst prediction with 721,799 reactions and 888 catalyst types from USPTO. Task: Predict which catalyst facilitates the given reaction. (1) Reactant: C([O:8][N:9]1[C:15](=[O:16])[N:14]2[CH2:17][C@H:10]1[CH2:11][CH2:12][C@H:13]2[C:18]([NH:20][O:21][CH:22]1[CH2:26][N:25]([C:27]([O:29][C:30]([CH3:33])([CH3:32])[CH3:31])=[O:28])[N:24]([C:34]([O:36][C:37]([CH3:40])([CH3:39])[CH3:38])=[O:35])[CH2:23]1)=[O:19])C1C=CC=CC=1. Product: [OH:8][N:9]1[C:15](=[O:16])[N:14]2[CH2:17][C@H:10]1[CH2:11][CH2:12][C@H:13]2[C:18]([NH:20][O:21][CH:22]1[CH2:26][N:25]([C:27]([O:29][C:30]([CH3:32])([CH3:33])[CH3:31])=[O:28])[N:24]([C:34]([O:36][C:37]([CH3:40])([CH3:39])[CH3:38])=[O:35])[CH2:23]1)=[O:19]. The catalyst class is: 19. (2) Reactant: [CH2:1]([Li])[CH2:2][CH2:3][CH3:4].[Cl:6][CH2:7][CH2:8][O:9][C:10]1[CH:15]=[CH:14][C:13]([CH:16]([CH3:27])[C:17]([C:19]2[CH:24]=[CH:23][C:22]([O:25][CH3:26])=[CH:21][CH:20]=2)=O)=[CH:12][CH:11]=1. Product: [Cl:6][CH2:7][CH2:8][O:9][C:10]1[CH:15]=[CH:14][C:13](/[C:16](/[CH3:27])=[C:17](/[C:1]2[C:13]3[C:12](=[CH:11][C:10]([O:9][CH3:8])=[CH:15][CH:14]=3)[CH:4]=[CH:3][CH:2]=2)\[C:19]2[CH:24]=[CH:23][C:22]([O:25][CH3:26])=[CH:21][CH:20]=2)=[CH:12][CH:11]=1. The catalyst class is: 1. (3) Reactant: [OH:1][C:2]1[C:11]2[C:6](=[CH:7][CH:8]=[C:9]([O:12][C:13]3[CH:18]=[CH:17][CH:16]=[CH:15][CH:14]=3)[CH:10]=2)[C:5]([CH3:19])=[N:4][C:3]=1[C:20](OC)=[O:21].[NH2:24][CH2:25][C:26]([OH:28])=[O:27].C[O-].[Na+]. Product: [OH:1][C:2]1[C:11]2[C:6](=[CH:7][CH:8]=[C:9]([O:12][C:13]3[CH:18]=[CH:17][CH:16]=[CH:15][CH:14]=3)[CH:10]=2)[C:5]([CH3:19])=[N:4][C:3]=1[C:20]([NH:24][CH2:25][C:26]([OH:28])=[O:27])=[O:21]. The catalyst class is: 5. (4) Reactant: [Cl:1][C:2]1[N:3]=[N:4][C:5](Cl)=[CH:6][C:7]=1[C:8]1[CH:13]=[CH:12][N:11]=[CH:10][CH:9]=1.[CH3:15][NH:16][CH3:17]. Product: [Cl:1][C:2]1[N:3]=[N:4][C:5]([N:16]([CH3:17])[CH3:15])=[CH:6][C:7]=1[C:8]1[CH:13]=[CH:12][N:11]=[CH:10][CH:9]=1. The catalyst class is: 8. (5) The catalyst class is: 25. Product: [CH2:1]([N:8]1[CH2:13][CH2:12][O:11][CH:10]2[CH2:14][NH:15][CH2:16][CH2:17][CH:9]12)[C:2]1[CH:3]=[CH:4][CH:5]=[CH:6][CH:7]=1. Reactant: [CH2:1]([N:8]1[CH2:13][CH2:12][O:11][C@@H:10]2[CH2:14][N:15](C(OC(C)(C)C)=O)[CH2:16][CH2:17][C@@H:9]12)[C:2]1[CH:7]=[CH:6][CH:5]=[CH:4][CH:3]=1.Cl. (6) Reactant: [CH3:1][C:2]1[CH:3]=[C:4]([CH:9]=[C:10]([CH3:31])[C:11]=1[CH2:12][C:13]1[CH:18]=[CH:17][C:16]([O:19][CH2:20][O:21][CH3:22])=[C:15]([CH2:23][C:24]2[CH:29]=[CH:28][C:27]([F:30])=[CH:26][CH:25]=2)[CH:14]=1)[C:5]([O:7]C)=[O:6].[OH-].[Na+]. Product: [CH3:1][C:2]1[CH:3]=[C:4]([CH:9]=[C:10]([CH3:31])[C:11]=1[CH2:12][C:13]1[CH:18]=[CH:17][C:16]([O:19][CH2:20][O:21][CH3:22])=[C:15]([CH2:23][C:24]2[CH:29]=[CH:28][C:27]([F:30])=[CH:26][CH:25]=2)[CH:14]=1)[C:5]([OH:7])=[O:6]. The catalyst class is: 5. (7) Reactant: [OH:1][CH2:2][CH:3]1[CH2:7][CH2:6][N:5]([C:8]([O:10][CH2:11][C:12]2[CH:17]=[CH:16][CH:15]=[CH:14][CH:13]=2)=[O:9])[CH2:4]1.C(N(CC)CC)C.[S:25](Cl)([C:28]1[CH:34]=[CH:33][C:31]([CH3:32])=[CH:30][CH:29]=1)(=[O:27])=[O:26].C(OCC)(=O)C.CCCCCC. Product: [S:25]([O:1][CH2:2][CH:3]1[CH2:7][CH2:6][N:5]([C:8]([O:10][CH2:11][C:12]2[CH:13]=[CH:14][CH:15]=[CH:16][CH:17]=2)=[O:9])[CH2:4]1)([C:28]1[CH:34]=[CH:33][C:31]([CH3:32])=[CH:30][CH:29]=1)(=[O:27])=[O:26]. The catalyst class is: 46.